This data is from Forward reaction prediction with 1.9M reactions from USPTO patents (1976-2016). The task is: Predict the product of the given reaction. (1) Given the reactants Cl.[CH3:2][O:3][CH:4]1[CH2:7][NH:6][CH2:5]1.Br[C:9]1[CH:10]=[CH:11][C:12]([N+:15]([O-:17])=[O:16])=[N:13][CH:14]=1.CC1(C)C2C(=C(P(C3C=CC=CC=3)C3C=CC=CC=3)C=CC=2)OC2C(P(C3C=CC=CC=3)C3C=CC=CC=3)=CC=CC1=2.C([O-])([O-])=O.[Cs+].[Cs+], predict the reaction product. The product is: [CH3:2][O:3][CH:4]1[CH2:7][N:6]([C:9]2[CH:10]=[CH:11][C:12]([N+:15]([O-:17])=[O:16])=[N:13][CH:14]=2)[CH2:5]1. (2) Given the reactants [CH3:1][C:2]([C:5]1[CH2:9][CH:8]([C:10]([OH:12])=O)[N:7]([CH2:13][CH3:14])[N:6]=1)([CH3:4])[CH3:3].CCCP1(OP(CCC)(=O)OP(CCC)(=O)O1)=O.[NH2:33][C:34]1[CH:35]=[C:36]([CH:42]=[CH:43][C:44]=1[F:45])[C:37]([O:39][CH2:40][CH3:41])=[O:38], predict the reaction product. The product is: [CH3:4][C:2]([C:5]1[CH2:9][CH:8]([C:10]([NH:33][C:34]2[CH:35]=[C:36]([CH:42]=[CH:43][C:44]=2[F:45])[C:37]([O:39][CH2:40][CH3:41])=[O:38])=[O:12])[N:7]([CH2:13][CH3:14])[N:6]=1)([CH3:1])[CH3:3]. (3) Given the reactants [N+:1]([C:4]1[CH:5]=[C:6]([CH:10]=[CH:11][CH:12]=1)[C:7]([OH:9])=O)([O-:3])=[O:2].C(N(C(C)C)C(C)C)C.C1C=CC2N(O)N=NC=2C=1.[CH2:32]([N:34]1[CH2:39][CH2:38][NH:37][CH2:36][CH2:35]1)[CH3:33], predict the reaction product. The product is: [CH2:32]([N:34]1[CH2:39][CH2:38][N:37]([C:7]([C:6]2[CH:10]=[CH:11][CH:12]=[C:4]([N+:1]([O-:3])=[O:2])[CH:5]=2)=[O:9])[CH2:36][CH2:35]1)[CH3:33]. (4) Given the reactants [CH3:1][O:2][C:3]1[CH:21]=[CH:20][C:6]([C:7]([C:9]2[CH:19]=[CH:18][CH:17]=[CH:16][C:10]=2[C:11](OCC)=[O:12])=O)=[CH:5][N:4]=1.O.[NH2:23][NH2:24], predict the reaction product. The product is: [CH3:1][O:2][C:3]1[N:4]=[CH:5][C:6]([C:7]2[C:9]3[C:10](=[CH:16][CH:17]=[CH:18][CH:19]=3)[C:11](=[O:12])[NH:24][N:23]=2)=[CH:20][CH:21]=1. (5) The product is: [Cl:1][C:2]1[C:7]([F:8])=[CH:6][CH:5]=[C:4]([Cl:9])[C:3]=1[CH:10]([O:12][C:13]1[C:14]([NH2:30])=[N:15][CH:16]=[C:17]([C:19]2[N:20]=[N:21][N:22]([CH:24]3[CH2:29][CH2:28][N:27]([C:43](=[O:44])[C:42]4[CH:46]=[CH:47][C:39]([F:38])=[CH:40][CH:41]=4)[CH2:26][CH2:25]3)[CH:23]=2)[CH:18]=1)[CH3:11]. Given the reactants [Cl:1][C:2]1[C:7]([F:8])=[CH:6][CH:5]=[C:4]([Cl:9])[C:3]=1[CH:10]([O:12][C:13]1[C:14]([NH2:30])=[N:15][CH:16]=[C:17]([C:19]2[N:20]=[N:21][N:22]([CH:24]3[CH2:29][CH2:28][NH:27][CH2:26][CH2:25]3)[CH:23]=2)[CH:18]=1)[CH3:11].C(N(CC)CC)C.[F:38][C:39]1[CH:47]=[CH:46][C:42]([C:43](Cl)=[O:44])=[CH:41][CH:40]=1, predict the reaction product. (6) Given the reactants [CH2:1]([O:3][C:4](=[O:13])[C:5]1[CH:10]=[CH:9][C:8]([OH:11])=[C:7]([F:12])[CH:6]=1)[CH3:2].N1C=CC=CC=1.[F:20][C:21]([F:34])([F:33])[S:22](O[S:22]([C:21]([F:34])([F:33])[F:20])(=[O:24])=[O:23])(=[O:24])=[O:23].O, predict the reaction product. The product is: [CH2:1]([O:3][C:4](=[O:13])[C:5]1[CH:10]=[CH:9][C:8]([O:11][S:22]([C:21]([F:34])([F:33])[F:20])(=[O:24])=[O:23])=[C:7]([F:12])[CH:6]=1)[CH3:2]. (7) Given the reactants [C:14]1(P([C:14]2[CH:19]=[CH:18][CH:17]=[CH:16][CH:15]=2)[C:14]2[CH:19]=[CH:18][CH:17]=[CH:16][CH:15]=2)[CH:19]=[CH:18][CH:17]=[CH:16][CH:15]=1.[C:20]1(=[O:30])[NH:24][C:23](=[O:25])[C:22]2=[CH:26][CH:27]=[CH:28][CH:29]=[C:21]12.N(C(O[CH:42]([CH3:44])[CH3:43])=O)=NC(OC(C)C)=O, predict the reaction product. The product is: [CH3:20]/[C:21](/[CH2:22][CH2:26][CH:27]=[C:42]([CH3:43])[CH3:44])=[CH:29]\[CH:28]([N:24]1[C:20](=[O:30])[C:21]2[C:22](=[CH:26][CH:27]=[CH:28][CH:29]=2)[C:23]1=[O:25])[C:14]1[CH:15]=[CH:16][CH:17]=[CH:18][CH:19]=1.